This data is from Reaction yield outcomes from USPTO patents with 853,638 reactions. The task is: Predict the reaction yield, written as a fraction of the theoretical maximum amount of product (1.0 means a 100% yield; for example, 0.34 means a 34% yield). (1) The reactants are [C:1]([C:5]1[CH:13]=[CH:12][C:11]([N+:14]([O-])=O)=[CH:10][C:6]=1[C:7]([O-:9])=[O:8])([CH3:4])([CH3:3])[CH3:2].[CH:17]([O-])=O.[K+]. The catalyst is CCO.O.[Pd]. The product is [C:1]([C:5]1[CH:13]=[CH:12][C:11]([NH2:14])=[CH:10][C:6]=1[C:7]([O:9][CH3:17])=[O:8])([CH3:4])([CH3:3])[CH3:2]. The yield is 0.950. (2) The reactants are FC(F)(F)C(O)=O.C(Cl)Cl.O.C(OC([N:19]1[CH2:24][CH2:23][C:22]([CH:32]2[CH2:37][CH2:36][CH2:35][CH2:34][CH2:33]2)([CH2:25][NH:26][C:27]2[S:28][CH:29]=[CH:30][N:31]=2)[CH2:21][CH2:20]1)=O)(C)(C)C.FC(F)(F)C(O)=O. No catalyst specified. The product is [CH:32]1([C:22]2([CH2:25][NH:26][C:27]3[S:28][CH:29]=[CH:30][N:31]=3)[CH2:21][CH2:20][NH:19][CH2:24][CH2:23]2)[CH2:33][CH2:34][CH2:35][CH2:36][CH2:37]1. The yield is 0.960. (3) The reactants are [CH3:1][O:2][C:3](=[O:33])[C:4]1[CH:9]=[CH:8][C:7]([CH2:10][N:11]2[CH:15]=[C:14]([C:16]3[CH:21]=[CH:20][C:19]([Cl:22])=[CH:18][C:17]=3[Cl:23])[N:13]=[C:12]2/[CH:24]=[CH:25]/[C:26]2[CH:31]=[CH:30][C:29](Br)=[CH:28][CH:27]=2)=[CH:6][CH:5]=1.[C:34]([C:38]1[CH:43]=[CH:42][C:41](B(O)O)=[CH:40][CH:39]=1)([CH3:37])([CH3:36])[CH3:35]. No catalyst specified. The product is [CH3:1][O:2][C:3](=[O:33])[C:4]1[CH:9]=[CH:8][C:7]([CH2:10][N:11]2[CH:15]=[C:14]([C:16]3[CH:21]=[CH:20][C:19]([Cl:22])=[CH:18][C:17]=3[Cl:23])[N:13]=[C:12]2/[CH:24]=[CH:25]/[C:26]2[CH:31]=[CH:30][C:29]([C:41]3[CH:42]=[CH:43][C:38]([C:34]([CH3:37])([CH3:36])[CH3:35])=[CH:39][CH:40]=3)=[CH:28][CH:27]=2)=[CH:6][CH:5]=1. The yield is 0.690. (4) The reactants are C(N(CC)C(C)C)(C)C.Cl.[C:11]1([C@@H:17]2[CH2:19][C@H:18]2[NH2:20])[CH:16]=[CH:15][CH:14]=[CH:13][CH:12]=1.Br[CH2:22][C:23]([O:25][CH3:26])=[O:24]. The catalyst is CC#N. The product is [C:11]1([C@@H:17]2[CH2:19][C@H:18]2[NH:20][CH2:22][C:23]([O:25][CH3:26])=[O:24])[CH:16]=[CH:15][CH:14]=[CH:13][CH:12]=1. The yield is 1.00. (5) The product is [CH3:1][O:2][C:3](=[O:32])[C:4]1[CH:9]=[CH:8][C:7]([CH2:10][N:11]2[CH:15]=[C:14]([C:16]3[CH:21]=[CH:20][C:19]([Cl:22])=[CH:18][C:17]=3[Cl:23])[N:13]=[C:12]2[CH2:24][C:25]2[CH:30]=[CH:29][C:28]([C:39]3[CH:38]=[CH:37][C:36]([O:35][C:34]([F:33])([F:45])[F:46])=[CH:41][CH:40]=3)=[CH:27][CH:26]=2)=[CH:6][CH:5]=1. The yield is 0.780. The reactants are [CH3:1][O:2][C:3](=[O:32])[C:4]1[CH:9]=[CH:8][C:7]([CH2:10][N:11]2[CH:15]=[C:14]([C:16]3[CH:21]=[CH:20][C:19]([Cl:22])=[CH:18][C:17]=3[Cl:23])[N:13]=[C:12]2[CH2:24][C:25]2[CH:30]=[CH:29][C:28](Br)=[CH:27][CH:26]=2)=[CH:6][CH:5]=1.[F:33][C:34]([F:46])([F:45])[O:35][C:36]1[CH:41]=[CH:40][C:39](B(O)O)=[CH:38][CH:37]=1. No catalyst specified. (6) The reactants are Cl.[N:2]1[C:7]2[CH2:8][NH:9][CH2:10][C:6]=2[CH:5]=[N:4][CH:3]=1.C[Al](C)C.C[Al](C)C.C1N2CCN(CC2)C1.[CH3:27][N:28]([C:45]1[CH:50]=[CH:49][CH:48]=[CH:47][CH:46]=1)[C:29]1[N:34]=[C:33]([NH2:35])[N:32]=[C:31]([C:36]2[N:40]=[C:39](C(Cl)(Cl)Cl)[O:38][N:37]=2)[N:30]=1. The catalyst is C1COCC1. The product is [CH3:27][N:28]([C:45]1[CH:46]=[CH:47][CH:48]=[CH:49][CH:50]=1)[C:29]1[N:34]=[C:33]([NH2:35])[N:32]=[C:31]([C:36]2[N:40]=[C:39]([N:9]3[CH2:10][C:6]4[CH:5]=[N:4][CH:3]=[N:2][C:7]=4[CH2:8]3)[O:38][N:37]=2)[N:30]=1. The yield is 0.0800.